From a dataset of Peptide-MHC class II binding affinity with 134,281 pairs from IEDB. Regression. Given a peptide amino acid sequence and an MHC pseudo amino acid sequence, predict their binding affinity value. This is MHC class II binding data. (1) The peptide sequence is CGLNSVDSLEHEMWR. The MHC is HLA-DQA10201-DQB10303 with pseudo-sequence HLA-DQA10201-DQB10303. The binding affinity (normalized) is 0.286. (2) The peptide sequence is NGSMRVFVDVIRALD. The MHC is DRB1_0802 with pseudo-sequence DRB1_0802. The binding affinity (normalized) is 0.530. (3) The peptide sequence is ITDAVGNDMPGGYCL. The MHC is DRB1_0101 with pseudo-sequence DRB1_0101. The binding affinity (normalized) is 0.361. (4) The peptide sequence is KPHRLTSKGICSCGA. The MHC is DRB1_0101 with pseudo-sequence DRB1_0101. The binding affinity (normalized) is 0.691. (5) The peptide sequence is YDKFLANVSTVLTGN. The MHC is DRB1_1302 with pseudo-sequence DRB1_1302. The binding affinity (normalized) is 1.00. (6) The binding affinity (normalized) is 0.271. The MHC is H-2-IAb with pseudo-sequence H-2-IAb. The peptide sequence is IACRTSIVGRAWENT. (7) The peptide sequence is AAFTSSSKAATAKAP. The MHC is DRB1_1001 with pseudo-sequence DRB1_1001. The binding affinity (normalized) is 0.788. (8) The peptide sequence is TGAYSNASPTESASY. The MHC is H-2-IAb with pseudo-sequence H-2-IAb. The binding affinity (normalized) is 0.353. (9) The peptide sequence is AAEQLWVTVYYGVPVWK. The MHC is HLA-DPA10301-DPB10402 with pseudo-sequence HLA-DPA10301-DPB10402. The binding affinity (normalized) is 0.546.